Dataset: Forward reaction prediction with 1.9M reactions from USPTO patents (1976-2016). Task: Predict the product of the given reaction. (1) The product is: [C:1]1([NH:7][C:8]([N:10]2[CH2:15][CH2:14][N:13]([CH2:20][C:19]3[CH:22]=[CH:23][CH:24]=[C:17]([OH:16])[CH:18]=3)[CH2:12][CH2:11]2)=[O:9])[CH:6]=[CH:5][CH:4]=[CH:3][CH:2]=1. Given the reactants [C:1]1([NH:7][C:8]([N:10]2[CH2:15][CH2:14][NH:13][CH2:12][CH2:11]2)=[O:9])[CH:6]=[CH:5][CH:4]=[CH:3][CH:2]=1.[OH:16][C:17]1[CH:18]=[C:19]([CH:22]=[CH:23][CH:24]=1)[CH:20]=O.[BH-](OC(C)=O)(OC(C)=O)OC(C)=O.[Na+].[OH-].[Na+].Cl, predict the reaction product. (2) Given the reactants [CH3:1][C:2]1[CH:3]=[C:4]([C:15](=O)[CH3:16])[CH:5]=[N:6][C:7]=1[O:8][CH2:9][CH2:10][C:11]([F:14])([F:13])[F:12].[CH3:18][C:19]([S@:22]([NH2:24])=[O:23])([CH3:21])[CH3:20], predict the reaction product. The product is: [CH3:18][C:19]([S@:22]([NH:24][CH:15]([C:4]1[CH:5]=[N:6][C:7]([O:8][CH2:9][CH2:10][C:11]([F:14])([F:13])[F:12])=[C:2]([CH3:1])[CH:3]=1)[CH3:16])=[O:23])([CH3:21])[CH3:20]. (3) Given the reactants Cl.[N+:2]([C:5]1[CH:10]=[CH:9][CH:8]=[CH:7][C:6]=1[S:11]([N:14]1[CH2:19][CH2:18][NH:17][CH2:16][C:15]1=[O:20])(=[O:13])=[O:12])([O-:4])=[O:3].[CH:21]([O:34][C:35]([NH:37][C:38]1[N:46]=[CH:45][N:44]=[C:43]2[C:39]=1[N:40]=[CH:41][N:42]2CC(O)=O)=[O:36])([C:28]1[CH:33]=[CH:32][CH:31]=[CH:30][CH:29]=1)[C:22]1[CH:27]=[CH:26][CH:25]=[CH:24][CH:23]=1.C1CN([P+]([O:67]N2N=NC3C=CC=CC2=3)(N2CCCC2)N2CCCC2)CC1.F[P-](F)(F)(F)(F)F.C(N([CH2:91][CH3:92])C(C)C)(C)C, predict the reaction product. The product is: [CH:21]([O:34][C:35]([NH:37][C:38]1[N:46]([CH2:92][C:91]([N:17]2[CH2:18][CH2:19][N:14]([S:11]([C:6]3[CH:7]=[CH:8][CH:9]=[CH:10][C:5]=3[N+:2]([O-:4])=[O:3])(=[O:12])=[O:13])[C:15](=[O:20])[CH2:16]2)=[O:67])[CH:45]=[N:44][C:43]2[C:39]=1[N:40]=[CH:41][N:42]=2)=[O:36])([C:22]1[CH:23]=[CH:24][CH:25]=[CH:26][CH:27]=1)[C:28]1[CH:33]=[CH:32][CH:31]=[CH:30][CH:29]=1. (4) Given the reactants [NH2:1][C:2]1[C:10]2[O:9][C:8]([CH2:17][OH:18])(C3CCNCC3)[CH2:7][C:6]=2[CH:5]=[C:4]([CH3:19])[CH:3]=1.[CH:20]([S:23]([C:26]1[CH:31]=[CH:30][CH:29]=[CH:28][C:27]=1[NH:32][C:33]1[N:38]=[C:37](S(C)(=O)=O)[N:36]=[C:35]2[NH:43][N:44]=[C:45]([CH3:46])[C:34]=12)(=[O:25])=[O:24])([CH3:22])[CH3:21].[CH3:47][C:48]1C=C[C:51](S(O)(=O)=O)=[CH:52][CH:53]=1.[OH-].[NH4+:59], predict the reaction product. The product is: [CH:20]([S:23]([C:26]1[CH:31]=[CH:30][CH:29]=[CH:28][C:27]=1[NH:32][C:33]1[N:38]=[C:37]([NH:1][C:2]2[C:10]3[O:9][CH:8]([CH2:17][OH:18])[CH2:7][C:6]=3[C:5]([CH:53]3[CH2:52][CH2:51][NH:59][CH2:47][CH2:48]3)=[C:4]([CH3:19])[CH:3]=2)[N:36]=[C:35]2[NH:43][N:44]=[C:45]([CH3:46])[C:34]=12)(=[O:25])=[O:24])([CH3:22])[CH3:21]. (5) Given the reactants [CH2:1]([NH:3][CH3:4])[CH3:2].[N+:5]([C:8]1[CH:9]=[C:10]([CH2:14][S:15](Cl)(=[O:17])=[O:16])[CH:11]=[CH:12][CH:13]=1)([O-:7])=[O:6], predict the reaction product. The product is: [CH2:1]([N:3]([CH3:4])[S:15]([CH2:14][C:10]1[CH:11]=[CH:12][CH:13]=[C:8]([N+:5]([O-:7])=[O:6])[CH:9]=1)(=[O:16])=[O:17])[CH3:2].